Dataset: Forward reaction prediction with 1.9M reactions from USPTO patents (1976-2016). Task: Predict the product of the given reaction. (1) Given the reactants [CH:1]1[C:6]([C:7]([NH2:9])=[S:8])=[CH:5][CH:4]=[N:3][CH:2]=1.Br[CH2:11][C:12](=O)[C:13]([O:15][CH2:16][CH3:17])=[O:14].N1C(C)=CC=CC=1C.O, predict the reaction product. The product is: [N:3]1[CH:4]=[CH:5][C:6]([C:7]2[S:8][CH:11]=[C:12]([C:13]([O:15][CH2:16][CH3:17])=[O:14])[N:9]=2)=[CH:1][CH:2]=1. (2) Given the reactants [C:1]([CH2:4][CH2:5][C:6]1[C:7]([CH3:13])=[C:8]([CH:11]=O)[NH:9][CH:10]=1)([OH:3])=[O:2].[Br:14][C:15]1[CH:16]=[C:17]2[C:21](=[CH:22][CH:23]=1)[NH:20][C:19](=[O:24])[CH2:18]2.N1CCCCC1, predict the reaction product. The product is: [Br:14][C:15]1[CH:16]=[C:17]2[C:21](=[CH:22][CH:23]=1)[NH:20][C:19](=[O:24])[C:18]2=[CH:11][C:8]1[NH:9][CH:10]=[C:6]([CH2:5][CH2:4][C:1]([OH:3])=[O:2])[C:7]=1[CH3:13]. (3) The product is: [CH2:1]([N:3]1[C:8]2[N:9]=[C:10]([NH:36][CH2:35][CH2:34][CH:31]3[CH2:32][CH2:33][N:28]([CH3:27])[CH2:29][CH2:30]3)[N:11]=[CH:12][C:7]=2[CH:6]=[C:5]([C:16]2[CH:21]=[CH:20][CH:19]=[C:18]([S:22]([CH3:25])(=[O:23])=[O:24])[CH:17]=2)[C:4]1=[O:26])[CH3:2]. Given the reactants [CH2:1]([N:3]1[C:8]2[N:9]=[C:10](S(C)=O)[N:11]=[CH:12][C:7]=2[CH:6]=[C:5]([C:16]2[CH:21]=[CH:20][CH:19]=[C:18]([S:22]([CH3:25])(=[O:24])=[O:23])[CH:17]=2)[C:4]1=[O:26])[CH3:2].[CH3:27][N:28]1[CH2:33][CH2:32][CH:31]([CH2:34][CH2:35][NH2:36])[CH2:30][CH2:29]1.CCN(C(C)C)C(C)C, predict the reaction product. (4) Given the reactants [Cl:1][C:2]1[N:9]=[C:8]([CH3:10])[CH:7]=[C:6]([Cl:11])[C:3]=1[C:4]#[N:5].CC(C[AlH]CC(C)C)C, predict the reaction product. The product is: [Cl:1][C:2]1[C:3]([CH2:4][NH2:5])=[C:6]([Cl:11])[CH:7]=[C:8]([CH3:10])[N:9]=1. (5) Given the reactants Br[C:2](Br)=[CH:3][C:4]1[CH:13]=[CH:12][C:7]([C:8]([O:10][CH3:11])=[O:9])=[CH:6][CH:5]=1.[C:15]([C:17]1[CH:23]=[CH:22][C:20]([NH2:21])=[CH:19][CH:18]=1)#[CH:16].CCN(CC)CC.COC1C=CC(P(C2C=CC(OC)=CC=2)C2C=CC(OC)=CC=2)=CC=1, predict the reaction product. The product is: [NH2:21][C:20]1[CH:22]=[CH:23][C:17]([C:15]#[C:16][C:2]#[C:3][C:4]2[CH:13]=[CH:12][C:7]([C:8]([O:10][CH3:11])=[O:9])=[CH:6][CH:5]=2)=[CH:18][CH:19]=1. (6) Given the reactants [CH:1]1([CH2:4][N:5]2[C:13]3[CH:12]=[C:11]([NH:14][C:15](=[O:26])[C:16]4[CH:21]=[CH:20][C:19]([C:22]([OH:25])([CH3:24])[CH3:23])=[CH:18][CH:17]=4)[N:10]=[CH:9][C:8]=3[CH:7]=[CH:6]2)[CH2:3][CH2:2]1.C1C(=O)N([Br:34])C(=O)C1.CCOC(C)=O, predict the reaction product. The product is: [Br:34][C:7]1[C:8]2[CH:9]=[N:10][C:11]([NH:14][C:15](=[O:26])[C:16]3[CH:17]=[CH:18][C:19]([C:22]([OH:25])([CH3:23])[CH3:24])=[CH:20][CH:21]=3)=[CH:12][C:13]=2[N:5]([CH2:4][CH:1]2[CH2:3][CH2:2]2)[CH:6]=1. (7) Given the reactants [N+:1]([C:4]1[CH:9]=[CH:8][CH:7]=[CH:6][C:5]=1[S:10]([NH:13][CH2:14][CH2:15][CH2:16][CH2:17][CH2:18][NH:19][C:20](=[O:26])[O:21][C:22]([CH3:25])([CH3:24])[CH3:23])(=[O:12])=[O:11])([O-:3])=[O:2].[C:27](=O)([O-])[O-].[K+].[K+].CI, predict the reaction product. The product is: [CH3:27][N:13]([CH2:14][CH2:15][CH2:16][CH2:17][CH2:18][NH:19][C:20](=[O:26])[O:21][C:22]([CH3:23])([CH3:25])[CH3:24])[S:10]([C:5]1[CH:6]=[CH:7][CH:8]=[CH:9][C:4]=1[N+:1]([O-:3])=[O:2])(=[O:12])=[O:11]. (8) Given the reactants C(OC([N:8]1[CH2:12][C@H:11]([CH2:13][N:14]([CH:31]([CH3:33])[CH3:32])[C:15]([C:17]2[CH:25]=[C:24]3[C:20]([CH:21]=[CH:22][N:23]3[CH2:26][CH2:27][CH2:28][O:29][CH3:30])=[CH:19][CH:18]=2)=[O:16])[C@@H:10]([CH2:34][C:35]2[CH:40]=[CH:39][CH:38]=[CH:37][CH:36]=2)[CH2:9]1)=O)(C)(C)C.C(O)(C(F)(F)F)=O.C([O-])(O)=O.[Na+], predict the reaction product. The product is: [CH2:34]([C@H:10]1[CH2:9][NH:8][CH2:12][C@@H:11]1[CH2:13][N:14]([CH:31]([CH3:33])[CH3:32])[C:15]([C:17]1[CH:25]=[C:24]2[C:20]([CH:21]=[CH:22][N:23]2[CH2:26][CH2:27][CH2:28][O:29][CH3:30])=[CH:19][CH:18]=1)=[O:16])[C:35]1[CH:40]=[CH:39][CH:38]=[CH:37][CH:36]=1. (9) The product is: [Si:37]([O:36][C@@H:32]1[C@@H:33]([CH3:35])[CH2:34][N:29]([C:21]2[C:20]([NH:19][C:15]([C:13]3[CH:12]=[CH:11][C:10]([F:18])=[C:9]([C:3]4[C:4]([F:8])=[CH:5][CH:6]=[CH:7][C:2]=4[F:1])[N:14]=3)=[O:17])=[CH:25][N:24]=[C:23]3[O:26][CH2:27][CH2:28][C:22]=23)[CH2:30][C@H:31]1[NH:44][C:45](=[O:51])[O:46][CH2:61][CH2:62][CH2:63][CH3:64])([C:40]([CH3:41])([CH3:42])[CH3:43])([CH3:39])[CH3:38]. Given the reactants [F:1][C:2]1[CH:7]=[CH:6][CH:5]=[C:4]([F:8])[C:3]=1[C:9]1[N:14]=[C:13]([C:15]([OH:17])=O)[CH:12]=[CH:11][C:10]=1[F:18].[NH2:19][C:20]1[C:21]([N:29]2[CH2:34][C@H:33]([CH3:35])[C@@H:32]([O:36][Si:37]([C:40]([CH3:43])([CH3:42])[CH3:41])([CH3:39])[CH3:38])[C@H:31]([NH:44][C:45](=[O:51])[O:46]C(C)(C)C)[CH2:30]2)=[C:22]2[CH2:28][CH2:27][O:26][C:23]2=[N:24][CH:25]=1.CN(C(ON1N=N[C:62]2[CH:63]=[CH:64]C=N[C:61]1=2)=[N+](C)C)C.F[P-](F)(F)(F)(F)F.CCN(C(C)C)C(C)C, predict the reaction product. (10) Given the reactants [C:1]([O:5][C:6]([N:8]1[CH2:13][CH2:12][CH:11]([NH:14][C:15]([O:17][CH3:18])=[O:16])[CH2:10][CH2:9]1)=[O:7])([CH3:4])([CH3:3])[CH3:2].[H-].[Na+].I[CH3:22].OS([O-])(=O)=O.[K+], predict the reaction product. The product is: [C:1]([O:5][C:6]([N:8]1[CH2:9][CH2:10][CH:11]([N:14]([C:15]([O:17][CH3:18])=[O:16])[CH3:22])[CH2:12][CH2:13]1)=[O:7])([CH3:4])([CH3:3])[CH3:2].